From a dataset of Forward reaction prediction with 1.9M reactions from USPTO patents (1976-2016). Predict the product of the given reaction. (1) Given the reactants [Cl:1][C:2]1[CH:3]=[C:4]([CH:9]=[CH:10][C:11]=1[OH:12])[C:5]([O:7][CH3:8])=[O:6].FC(F)(F)S(O[CH2:19][C:20]([F:23])([F:22])[CH3:21])(=O)=O.CCCCCCCCCCN, predict the reaction product. The product is: [Cl:1][C:2]1[CH:3]=[C:4]([CH:9]=[CH:10][C:11]=1[O:12][CH2:19][C:20]([F:23])([F:22])[CH3:21])[C:5]([O:7][CH3:8])=[O:6]. (2) Given the reactants [NH2:1][C:2]1[CH:3]=[CH:4][C:5]([F:19])=[C:6]([C@:8]2([CH3:18])[C@@H:16]3[C@@H:12]([CH2:13][O:14][CH2:15]3)[O:11][C:10]([NH2:17])=[N:9]2)[CH:7]=1.[F:20][C:21]([F:34])([F:33])[CH2:22][O:23][C:24]1[N:25]=[CH:26][C:27]([C:30](O)=[O:31])=[N:28][CH:29]=1, predict the reaction product. The product is: [NH2:17][C:10]1[O:11][C@H:12]2[C@@H:16]([C@:8]([C:6]3[CH:7]=[C:2]([NH:1][C:30]([C:27]4[CH:26]=[N:25][C:24]([O:23][CH2:22][C:21]([F:33])([F:34])[F:20])=[CH:29][N:28]=4)=[O:31])[CH:3]=[CH:4][C:5]=3[F:19])([CH3:18])[N:9]=1)[CH2:15][O:14][CH2:13]2. (3) Given the reactants [NH:1]1[CH2:5][CH2:4][CH2:3][C:2]1=[O:6].[H-].[Na+].[I:9][C:10]1[CH:17]=[CH:16][C:13]([CH2:14]Br)=[CH:12][CH:11]=1, predict the reaction product. The product is: [I:9][C:10]1[CH:17]=[CH:16][C:13]([CH2:14][N:1]2[CH2:5][CH2:4][CH2:3][C:2]2=[O:6])=[CH:12][CH:11]=1.